Dataset: Reaction yield outcomes from USPTO patents with 853,638 reactions. Task: Predict the reaction yield, written as a fraction of the theoretical maximum amount of product (1.0 means a 100% yield; for example, 0.34 means a 34% yield). (1) The reactants are [CH3:1][C:2]1[CH:10]=[CH:9][CH:8]=[C:7]([CH3:11])[C:3]=1[C:4]([OH:6])=O.[CH3:12][CH:13]1[CH2:18][CH2:17][CH2:16][CH2:15][CH:14]1[NH2:19]. The yield is 0.590. No catalyst specified. The product is [CH3:11][C:7]1[CH:8]=[CH:9][CH:10]=[C:2]([CH3:1])[C:3]=1[C:4]([NH:19][CH:14]1[CH2:15][CH2:16][CH2:17][CH2:18][CH:13]1[CH3:12])=[O:6]. (2) The reactants are COC1C=C[C:6]([C@@H:9]([NH:11][C@@H:12]2[C:21]3[N:20]=[CH:19][CH:18]=[CH:17][C:16]=3[CH2:15][CH2:14][CH2:13]2)C)=[CH:5]C=1.C(=O)CC.CN([C@H](C1C=CC(OC)=CC=1)C)[C@@H]1C2N=CC=CC=2CCC1.CN[C@H]1C2N=CC=CC=2CCC1. No catalyst specified. The product is [CH2:9]([NH:11][C@@H:12]1[C:21]2[N:20]=[CH:19][CH:18]=[CH:17][C:16]=2[CH2:15][CH2:14][CH2:13]1)[CH2:6][CH3:5]. The yield is 0.770.